Dataset: Forward reaction prediction with 1.9M reactions from USPTO patents (1976-2016). Task: Predict the product of the given reaction. (1) Given the reactants [CH3:1][O:2][C:3](=[O:28])[C:4]([C:6]1[C:11]([CH3:12])=[CH:10][N:9]2[N:13]=[C:14]([C:16]([O:18][CH3:19])=[O:17])[CH:15]=[C:8]2[C:7]=1OS(C(F)(F)F)(=O)=O)=[O:5].CC[N:31]([CH:35]([CH3:37])C)[CH:32]([CH3:34])C.[C:38]1(O)[CH:43]=[CH:42][CH:41]=[CH:40][CH:39]=1, predict the reaction product. The product is: [CH2:43]([C:42]1([CH3:41])[CH2:34][CH2:32][N:31]([C:7]2[C:8]3[N:9]([N:13]=[C:14]([C:16]([O:18][CH3:19])=[O:17])[CH:15]=3)[CH:10]=[C:11]([CH3:12])[C:6]=2[C:4](=[O:5])[C:3]([O:2][CH3:1])=[O:28])[CH2:35][CH2:37]1)[CH2:38][CH:39]=[CH2:40]. (2) The product is: [N:1]([C@@H:4]1[CH2:5][CH:6]2[C@@H:7]([O:12]2)[CH2:8][C@H:9]1[OH:10])=[N+:2]=[N-:3]. Given the reactants [N:1]([C@H:4]1[C@H:9]([OH:10])[CH2:8][CH:7]=[CH:6][CH2:5]1)=[N+:2]=[N-:3].C(=O)(O)[O-:12].[Na+].ClC1C=CC=C(C(OO)=O)C=1, predict the reaction product. (3) Given the reactants [NH2:1][C:2]1[CH:7]=[CH:6][C:5]([C:8]2[N:12]=[C:11]([C:13]3[S:14][CH:15]=[CH:16][C:17]=3[Cl:18])[O:10][N:9]=2)=[CH:4][CH:3]=1.N([O-])=O.[Na+].[N-:23]=[N+:24]=[N-].[Na+], predict the reaction product. The product is: [N:1]([C:2]1[CH:7]=[CH:6][C:5]([C:8]2[N:12]=[C:11]([C:13]3[S:14][CH:15]=[CH:16][C:17]=3[Cl:18])[O:10][N:9]=2)=[CH:4][CH:3]=1)=[N+:23]=[N-:24].